Task: Predict the reactants needed to synthesize the given product.. Dataset: Full USPTO retrosynthesis dataset with 1.9M reactions from patents (1976-2016) (1) Given the product [F:1][C:2]1[CH:3]=[CH:4][C:5]([C:8]2[N:9]=[CH:10][O:11][C:12]=2[C:13]2[CH:18]=[CH:17][N:16]=[C:15]([NH:19][C:20]([NH2:28])=[O:27])[CH:14]=2)=[CH:6][CH:7]=1, predict the reactants needed to synthesize it. The reactants are: [F:1][C:2]1[CH:7]=[CH:6][C:5]([C:8]2[N:9]=[CH:10][O:11][C:12]=2[C:13]2[CH:18]=[CH:17][N:16]=[C:15]([NH2:19])[CH:14]=2)=[CH:4][CH:3]=1.[C:20]([N:28]=C=O)(=[O:27])C1C=CC=CC=1.C(O)C.C(=O)([O-])[O-].[K+].[K+]. (2) Given the product [F:22][C:23]([F:36])([F:35])[S:24]([O:21][C:16]1[CH:15]=[CH:14][C:13]2[C:18](=[CH:19][CH:20]=[C:11]([C:4]3[C:5]([O:9][CH3:10])=[CH:6][CH:7]=[CH:8][C:3]=3[O:2][CH3:1])[CH:12]=2)[CH:17]=1)(=[O:26])=[O:25], predict the reactants needed to synthesize it. The reactants are: [CH3:1][O:2][C:3]1[CH:8]=[CH:7][CH:6]=[C:5]([O:9][CH3:10])[C:4]=1[C:11]1[CH:12]=[C:13]2[C:18](=[CH:19][CH:20]=1)[CH:17]=[C:16]([OH:21])[CH:15]=[CH:14]2.[F:22][C:23]([F:36])([F:35])[S:24](O[S:24]([C:23]([F:36])([F:35])[F:22])(=[O:26])=[O:25])(=[O:26])=[O:25]. (3) The reactants are: [CH2:1]([O:8][C:9]1[CH:14]=[CH:13][C:12]([CH2:15][C:16](Cl)=[N:17][OH:18])=[CH:11][CH:10]=1)[C:2]1[CH:7]=[CH:6][CH:5]=[CH:4][CH:3]=1.O1CCCC1.[C:25]([C:27]1[CH:28]=[CH:29][C:30]([NH2:34])=[N:31][C:32]=1[CH3:33])#[CH:26].C(N(CC)CC)C. Given the product [CH2:1]([O:8][C:9]1[CH:14]=[CH:13][C:12]([CH2:15][C:16]2[CH:26]=[C:25]([C:27]3[CH:28]=[CH:29][C:30]([NH2:34])=[N:31][C:32]=3[CH3:33])[O:18][N:17]=2)=[CH:11][CH:10]=1)[C:2]1[CH:7]=[CH:6][CH:5]=[CH:4][CH:3]=1, predict the reactants needed to synthesize it.